From a dataset of Forward reaction prediction with 1.9M reactions from USPTO patents (1976-2016). Predict the product of the given reaction. (1) Given the reactants [ClH:1].[F:2][C:3]1[CH:8]=[CH:7][C:6]([C:9]2([N:29]([CH3:31])[CH3:30])[CH2:14][CH2:13][CH:12]([N:15]3[CH2:19][CH2:18][CH:17]([C:20]4[C:28]5[C:23](=[CH:24][CH:25]=[CH:26][CH:27]=5)[NH:22][CH:21]=4)[CH2:16]3)[CH2:11][CH2:10]2)=[CH:5][CH:4]=1, predict the reaction product. The product is: [ClH:1].[ClH:1].[F:2][C:3]1[CH:4]=[CH:5][C:6]([C:9]2([N:29]([CH3:31])[CH3:30])[CH2:14][CH2:13][CH:12]([N:15]3[CH2:19][CH2:18][CH:17]([C:20]4[C:28]5[C:23](=[CH:24][CH:25]=[CH:26][CH:27]=5)[NH:22][CH:21]=4)[CH2:16]3)[CH2:11][CH2:10]2)=[CH:7][CH:8]=1. (2) Given the reactants [Cl:1][C:2]1[C:3]([O:12][C:13]2[CH:17]=[C:16]([CH2:18][CH3:19])[NH:15][N:14]=2)=[N:4][CH:5]=[C:6]([C:8]([F:11])([F:10])[F:9])[CH:7]=1.[CH2:20]([N:22]=[C:23]=[O:24])[CH3:21], predict the reaction product. The product is: [CH2:20]([NH:22][C:23]([N:15]1[C:16]([CH2:18][CH3:19])=[CH:17][C:13]([O:12][C:3]2[C:2]([Cl:1])=[CH:7][C:6]([C:8]([F:10])([F:11])[F:9])=[CH:5][N:4]=2)=[N:14]1)=[O:24])[CH3:21]. (3) Given the reactants CN(C)[CH:3]=[C:4]([C:14]1[CH:19]=[CH:18][N:17]=[CH:16][CH:15]=1)[C:5]([C:7]1[CH:12]=[CH:11][C:10]([F:13])=[CH:9][CH:8]=1)=O.[C:21]([CH2:23][C:24]([NH2:26])=[O:25])#[N:22].C[O-].[Na+], predict the reaction product. The product is: [F:13][C:10]1[CH:9]=[CH:8][C:7]([C:5]2[C:4]([C:14]3[CH:15]=[CH:16][N:17]=[CH:18][CH:19]=3)=[CH:3][C:23]([C:21]#[N:22])=[C:24]([OH:25])[N:26]=2)=[CH:12][CH:11]=1. (4) The product is: [Cl:61][C:62]1[CH:63]=[C:64]2[C:69](=[CH:70][CH:71]=1)[C@@:68]1([CH2:77][O:76][C:75]3[CH:78]=[CH:79][C:80]([C:82]([O:84][C:85]([CH3:88])([CH3:87])[CH3:86])=[O:83])=[CH:81][C:74]=3[N:73]([CH2:89][C@@H:90]3[CH2:93][CH2:92][C@H:91]3[C@@H:94]([OH:105])/[CH:95]=[CH:96]/[CH2:97][C@@H:98]([CH3:104])[CH2:99][S:100](=[O:102])(=[O:103])[NH2:101])[CH2:72]1)[CH2:67][CH2:66][CH2:65]2. Given the reactants ClC1C=C2C(=CC=1)[C@@]1(COC3C=CC(C(OC(C)(C)C)=O)=CC=3N(C[C@@H]3CC[C@H]3[C@@H](O)/C=C/CCC)C1)CCC2.C[C@@H](CC=C)CS(N)(=O)=O.C[C@H](CC=C)CS(N)(=O)=O.[Cl:61][C:62]1[CH:63]=[C:64]2[C:69](=[CH:70][CH:71]=1)[C@@:68]1([CH2:77][O:76][C:75]3[CH:78]=[CH:79][C:80]([C:82]([O:84][C:85]([CH3:88])([CH3:87])[CH3:86])=[O:83])=[CH:81][C:74]=3[N:73]([CH2:89][C@@H:90]3[CH2:93][CH2:92][C@H:91]3[C@@H:94]([OH:105])/[CH:95]=[CH:96]/[CH2:97][C@H:98]([CH3:104])[CH2:99][S:100](=[O:103])(=[O:102])[NH2:101])[CH2:72]1)[CH2:67][CH2:66][CH2:65]2, predict the reaction product. (5) Given the reactants [Cl:1][C:2]1[CH:3]=[C:4]([CH:8]=[CH:9][C:10]=1[O:11][CH:12]([CH3:14])[CH3:13])[C:5]([OH:7])=O.C(Cl)CCl.C1C=CC2N(O)N=NC=2C=1.O[NH:30][C:31]([C:33]1[CH:38]=[CH:37][C:36]([O:39][CH2:40][O:41][CH2:42][CH2:43][Si:44]([CH3:47])([CH3:46])[CH3:45])=[CH:35][C:34]=1[CH3:48])=[NH:32], predict the reaction product. The product is: [Cl:1][C:2]1[CH:3]=[C:4]([C:5]2[O:7][N:30]=[C:31]([C:33]3[CH:38]=[CH:37][C:36]([O:39][CH2:40][O:41][CH2:42][CH2:43][Si:44]([CH3:47])([CH3:46])[CH3:45])=[CH:35][C:34]=3[CH3:48])[N:32]=2)[CH:8]=[CH:9][C:10]=1[O:11][CH:12]([CH3:14])[CH3:13]. (6) Given the reactants [NH:1]([C:7]([O:9][CH2:10][C:11]1[CH:16]=[CH:15][CH:14]=[CH:13][CH:12]=1)=[O:8])[CH2:2][CH2:3][C:4]([OH:6])=O.CCN=C=NCCCN(C)C.Cl.[OH:29][C:30]1[C:38]2[N:37]=NNC=2C=[CH:32][CH:31]=1.NCC(O)CC, predict the reaction product. The product is: [CH2:10]([O:9][C:7](=[O:8])[NH:1][CH2:2][CH2:3][C:4](=[O:6])[NH:37][CH2:38][CH:30]([OH:29])[CH2:31][CH3:32])[C:11]1[CH:16]=[CH:15][CH:14]=[CH:13][CH:12]=1. (7) Given the reactants [CH3:1][O:2][C:3]1[CH:8]=[C:7]([O:9][CH3:10])[CH:6]=[C:5]([O:11][CH3:12])[C:4]=1[C:13]([CH3:17])=[CH:14][CH2:15][OH:16].[C:18](O[C:18](=[O:22])[C:19]([CH3:21])=[CH2:20])(=[O:22])[C:19]([CH3:21])=[CH2:20].C(N(CC)CC)C.O, predict the reaction product. The product is: [CH3:12][O:11][C:5]1[CH:6]=[C:7]([O:9][CH3:10])[CH:8]=[C:3]([O:2][CH3:1])[C:4]=1[C:13]([CH3:17])=[CH:14][CH2:15][O:16][C:18](=[O:22])[C:19]([CH3:21])=[CH2:20]. (8) Given the reactants [CH3:1][O:2][C:3]1[CH:4]=[C:5]2[C:10](=[CH:11][CH:12]=1)[C:9](=[O:13])[CH:8]([CH2:14]/[CH:15]=[CH:16]/[CH:17]=O)[CH2:7][CH2:6]2.[F:19][C:20]([F:35])([F:34])[C:21]1[CH:22]=[C:23]([CH2:27][NH:28][CH:29]=[CH:30][C:31](=[O:33])[CH3:32])[CH:24]=[CH:25][CH:26]=1, predict the reaction product. The product is: [C:31]([C:30]1[CH:15]([CH2:14][CH:8]2[CH2:7][CH2:6][C:5]3[C:10](=[CH:11][CH:12]=[C:3]([O:2][CH3:1])[CH:4]=3)[C:9]2=[O:13])[CH:16]=[CH:17][N:28]([CH2:27][C:23]2[CH:24]=[CH:25][CH:26]=[C:21]([C:20]([F:34])([F:35])[F:19])[CH:22]=2)[CH:29]=1)(=[O:33])[CH3:32]. (9) Given the reactants [CH2:1]([C:3]1[S:43][C:6]2[N:7]([CH2:24][C:25]3[CH:30]=[CH:29][C:28]([C:31]4[CH:36]=[CH:35][CH:34]=[CH:33][C:32]=4[C:37]4[NH:41][C:40](=[O:42])[O:39][N:38]=4)=[CH:27][CH:26]=3)[C:8](=[O:23])[N:9]([CH2:12][C:13]([C:15]3[CH:20]=[CH:19][C:18]([O:21][CH3:22])=[CH:17][CH:16]=3)=O)[C:10](=[O:11])[C:5]=2[CH:4]=1)[CH3:2].Cl.[NH2:45][O:46][CH2:47][C:48]1[CH:53]=[CH:52][CH:51]=[CH:50][CH:49]=1.N1C=CC=CC=1.Cl, predict the reaction product. The product is: [CH2:47]([O:46][N:45]=[C:13]([C:15]1[CH:16]=[CH:17][C:18]([O:21][CH3:22])=[CH:19][CH:20]=1)[CH2:12][N:9]1[C:10](=[O:11])[C:5]2[CH:4]=[C:3]([CH2:1][CH3:2])[S:43][C:6]=2[N:7]([CH2:24][C:25]2[CH:30]=[CH:29][C:28]([C:31]3[CH:36]=[CH:35][CH:34]=[CH:33][C:32]=3[C:37]3[NH:41][C:40](=[O:42])[O:39][N:38]=3)=[CH:27][CH:26]=2)[C:8]1=[O:23])[C:48]1[CH:53]=[CH:52][CH:51]=[CH:50][CH:49]=1. (10) The product is: [ClH:35].[C:1]([C@@:3]1([CH:32]2[CH2:34][CH2:33]2)[CH2:7][CH2:6][N:5]([C:8]2[CH:13]=[CH:12][N:11]=[C:10]([NH:14][C:15]3[CH:27]=[CH:26][C:18]([C:19]([OH:21])=[O:20])=[C:17]([O:28][CH2:29][CH3:30])[CH:16]=3)[N:9]=2)[C:4]1=[O:31])#[N:2]. Given the reactants [C:1]([C@@:3]1([CH:32]2[CH2:34][CH2:33]2)[CH2:7][CH2:6][N:5]([C:8]2[CH:13]=[CH:12][N:11]=[C:10]([NH:14][C:15]3[CH:27]=[CH:26][C:18]([C:19]([O:21]C(C)(C)C)=[O:20])=[C:17]([O:28][CH2:29][CH3:30])[CH:16]=3)[N:9]=2)[C:4]1=[O:31])#[N:2].[ClH:35], predict the reaction product.